Task: Predict the reactants needed to synthesize the given product.. Dataset: Full USPTO retrosynthesis dataset with 1.9M reactions from patents (1976-2016) (1) Given the product [CH3:1][N:2]1[CH2:3][CH2:4][N:5]([C:8]2[N:13]=[CH:12][C:11]([C:14]3[CH:19]=[CH:18][N:17]4[C:20]([C:23]5[CH:28]=[CH:27][C:26]([NH:29][C:39]([NH:38][C:34]6[CH:35]=[CH:36][CH:37]=[C:32]([C:31]([F:30])([F:41])[F:42])[CH:33]=6)=[O:40])=[CH:25][CH:24]=5)=[CH:21][N:22]=[C:16]4[CH:15]=3)=[CH:10][N:9]=2)[CH2:6][CH2:7]1, predict the reactants needed to synthesize it. The reactants are: [CH3:1][N:2]1[CH2:7][CH2:6][N:5]([C:8]2[N:13]=[CH:12][C:11]([C:14]3[CH:19]=[CH:18][N:17]4[C:20]([C:23]5[CH:28]=[CH:27][C:26]([NH2:29])=[CH:25][CH:24]=5)=[CH:21][N:22]=[C:16]4[CH:15]=3)=[CH:10][N:9]=2)[CH2:4][CH2:3]1.[F:30][C:31]([F:42])([F:41])[C:32]1[CH:33]=[C:34]([N:38]=[C:39]=[O:40])[CH:35]=[CH:36][CH:37]=1.C(N(CC)CC)C. (2) Given the product [ClH:1].[Cl:1][C:2]1[CH:18]=[CH:17][C:5]2[CH2:6][CH2:7][NH:8][CH2:9][CH2:10][C:4]=2[C:3]=1[N:19]1[CH2:23][CH2:22][CH2:21][CH:20]1[C:24]1[CH:29]=[CH:28][CH:27]=[CH:26][CH:25]=1, predict the reactants needed to synthesize it. The reactants are: [Cl:1][C:2]1[CH:18]=[CH:17][C:5]2[CH2:6][CH2:7][N:8](C(=O)C(F)(F)F)[CH2:9][CH2:10][C:4]=2[C:3]=1[N:19]1[CH2:23][CH2:22][CH2:21][CH:20]1[C:24]1[CH:29]=[CH:28][CH:27]=[CH:26][CH:25]=1.CO.Cl. (3) Given the product [Cl:1][C:2]1[CH:3]=[CH:4][C:5]2[N:6]([C:10]([CH3:19])=[C:11]([C:13]3[CH:18]=[CH:17][CH:16]=[CH:15][CH:14]=3)[N:8]=2)[N:7]=1, predict the reactants needed to synthesize it. The reactants are: [Cl:1][C:2]1[N:7]=[N:6][C:5]([NH2:8])=[CH:4][CH:3]=1.Br[CH:10]([CH3:19])[C:11]([C:13]1[CH:18]=[CH:17][CH:16]=[CH:15][CH:14]=1)=O. (4) Given the product [I:17][C:14]1[CH:15]=[CH:16][C:11]2[N:12]([CH:18]=[C:9]([NH:8][C:6]([C:5]3[CH:19]=[CH:20][C:2]([N:24]4[CH2:23][CH2:22][N:21]([C:27]([O:29][C:30]([CH3:33])([CH3:32])[CH3:31])=[O:28])[CH2:26][CH2:25]4)=[N:3][CH:4]=3)=[O:7])[N:10]=2)[CH:13]=1, predict the reactants needed to synthesize it. The reactants are: F[C:2]1[CH:20]=[CH:19][C:5]([C:6]([NH:8][C:9]2[N:10]=[C:11]3[CH:16]=[CH:15][C:14]([I:17])=[CH:13][N:12]3[CH:18]=2)=[O:7])=[CH:4][N:3]=1.[N:21]1([C:27]([O:29][C:30]([CH3:33])([CH3:32])[CH3:31])=[O:28])[CH2:26][CH2:25][NH:24][CH2:23][CH2:22]1.